This data is from Full USPTO retrosynthesis dataset with 1.9M reactions from patents (1976-2016). The task is: Predict the reactants needed to synthesize the given product. (1) The reactants are: [Cl:1][C:2]1[N:7]=[C:6](Cl)[CH:5]=[CH:4][N:3]=1.[NH2:9][C:10]1[CH:11]=[C:12]([CH:17]=[CH:18][CH:19]=1)[C:13]([NH:15][CH3:16])=[O:14].C(N(C(C)C)C(C)C)C. Given the product [Cl:1][C:2]1[N:7]=[C:6]([NH:9][C:10]2[CH:11]=[C:12]([CH:17]=[CH:18][CH:19]=2)[C:13]([NH:15][CH3:16])=[O:14])[CH:5]=[CH:4][N:3]=1, predict the reactants needed to synthesize it. (2) Given the product [C:32]([N:29]1[CH2:30][CH2:31][C@@H:27]([NH:26][S:13]([C:4]2[CH:5]=[C:6]([C:9]([F:12])([F:11])[F:10])[CH:7]=[CH:8][C:3]=2[C:2]([F:18])([F:17])[F:1])(=[O:15])=[O:14])[CH2:28]1)#[N:21], predict the reactants needed to synthesize it. The reactants are: [F:1][C:2]([F:18])([F:17])[C:3]1[CH:8]=[CH:7][C:6]([C:9]([F:12])([F:11])[F:10])=[CH:5][C:4]=1[S:13](Cl)(=[O:15])=[O:14].C([N:21](CC)CC)C.[NH2:26][C@@H:27]1[CH2:31][CH2:30][N:29]([C:32](OC(C)(C)C)=O)[CH2:28]1.CCN(C(C)C)C(C)C.BrC#N. (3) Given the product [I:8][C:9]1[C:17]2[C:12](=[CH:13][CH:14]=[CH:15][C:16]=2[N+:18]([O-:20])=[O:19])[N:11]([C:26]([O:25][C:22]([CH3:24])([CH3:23])[CH3:21])=[O:27])[N:10]=1, predict the reactants needed to synthesize it. The reactants are: C(N(CC)CC)C.[I:8][C:9]1[C:17]2[C:12](=[CH:13][CH:14]=[CH:15][C:16]=2[N+:18]([O-:20])=[O:19])[NH:11][N:10]=1.[CH3:21][C:22]([O:25][C:26](O[C:26]([O:25][C:22]([CH3:24])([CH3:23])[CH3:21])=[O:27])=[O:27])([CH3:24])[CH3:23]. (4) Given the product [Br:1][C:2]1[CH:13]=[CH:12][CH:11]=[CH:10][C:3]=1[CH2:4][CH2:5][S:6]([NH:17][C:16]1[CH:18]=[CH:19][CH:20]=[CH:21][C:15]=1[F:14])(=[O:8])=[O:7], predict the reactants needed to synthesize it. The reactants are: [Br:1][C:2]1[CH:13]=[CH:12][CH:11]=[CH:10][C:3]=1[CH2:4][CH2:5][S:6](Cl)(=[O:8])=[O:7].[F:14][C:15]1[CH:21]=[CH:20][CH:19]=[CH:18][C:16]=1[NH2:17].N1C=CC=CC=1. (5) Given the product [CH3:1][O:2][C:3]([C:5]1[CH:14]=[C:13]([O:15][CH2:16][C:17]([N:36]2[CH2:37][CH2:38][C@@H:34]([OH:33])[CH2:35]2)=[O:19])[C:12]2[C:7](=[CH:8][C:9]([CH3:20])=[CH:10][CH:11]=2)[N:6]=1)=[O:4], predict the reactants needed to synthesize it. The reactants are: [CH3:1][O:2][C:3]([C:5]1[CH:14]=[C:13]([O:15][CH2:16][C:17]([OH:19])=O)[C:12]2[C:7](=[CH:8][C:9]([CH3:20])=[CH:10][CH:11]=2)[N:6]=1)=[O:4].FC1C(O)=C(F)C(F)=C(F)C=1F.[OH:33][C@@H:34]1[CH2:38][CH2:37][NH:36][CH2:35]1.C(N1CCOCC1)C. (6) Given the product [Cl:5][C:6]1[CH:11]=[CH:10][C:9]([CH:12]=[CH:13][S:14]([Cl:3])(=[O:16])=[O:15])=[C:8]([O:18][CH3:19])[CH:7]=1, predict the reactants needed to synthesize it. The reactants are: S(Cl)([Cl:3])=O.[Cl:5][C:6]1[CH:11]=[CH:10][C:9]([CH:12]=[CH:13][S:14](O)(=[O:16])=[O:15])=[C:8]([O:18][CH3:19])[CH:7]=1.C(OCC)(=O)C. (7) Given the product [C:26]([C:23]1([S:34][C:28]2[CH:33]=[CH:32][CH:31]=[CH:30][CH:29]=2)[CH2:24][CH2:25][N:20]([C:13]([O:15][C:16]([CH3:19])([CH3:18])[CH3:17])=[O:14])[CH2:21][CH2:22]1)#[N:27], predict the reactants needed to synthesize it. The reactants are: C(NC(C)C)(C)C.C([Li])CCC.[C:13]([N:20]1[CH2:25][CH2:24][CH:23]([C:26]#[N:27])[CH2:22][CH2:21]1)([O:15][C:16]([CH3:19])([CH3:18])[CH3:17])=[O:14].[C:28]1([S:34][S:34][C:28]2[CH:33]=[CH:32][CH:31]=[CH:30][CH:29]=2)[CH:33]=[CH:32][CH:31]=[CH:30][CH:29]=1. (8) Given the product [C:23]([C:25]1[N:30]=[CH:29][C:28]([C:31]([NH:1][CH2:2][C:3]2[C:4]([NH:16][CH:17]3[CH2:18][CH2:19][O:20][CH2:21][CH2:22]3)=[C:5]3[CH:13]=[N:12][N:11]([CH2:14][CH3:15])[C:6]3=[N:7][C:8]=2[CH2:9][CH3:10])=[O:32])=[CH:27][CH:26]=1)#[N:24], predict the reactants needed to synthesize it. The reactants are: [NH2:1][CH2:2][C:3]1[C:8]([CH2:9][CH3:10])=[N:7][C:6]2[N:11]([CH2:14][CH3:15])[N:12]=[CH:13][C:5]=2[C:4]=1[NH:16][CH:17]1[CH2:22][CH2:21][O:20][CH2:19][CH2:18]1.[C:23]([C:25]1[N:30]=[CH:29][C:28]([C:31](O)=[O:32])=[CH:27][CH:26]=1)#[N:24]. (9) The reactants are: [C:1]([O:5][C:6]([N:8]1[CH2:11][C:10](=[CH:12][C:13]2[N:14]([CH3:29])[C:15]3[C:20]([N:21]=2)=[C:19]([N:22]2[CH2:27][CH2:26][O:25][CH2:24][CH2:23]2)[N:18]=[C:17](Cl)[N:16]=3)[CH2:9]1)=[O:7])([CH3:4])([CH3:3])[CH3:2].[NH:30]1[C:34]2[CH:35]=[CH:36][CH:37]=[CH:38][C:33]=2[N:32]=[C:31]1[C@@H:39]([OH:41])[CH3:40].CC(C1C=C(C(C)C)C(C2C=CC=CC=2P(C2CCCCC2)C2CCCCC2)=C(C(C)C)C=1)C.C([O-])([O-])=O.[Cs+].[Cs+]. Given the product [C:1]([O:5][C:6]([N:8]1[CH2:11][C:10](=[CH:12][C:13]2[N:14]([CH3:29])[C:15]3[C:20]([N:21]=2)=[C:19]([N:22]2[CH2:27][CH2:26][O:25][CH2:24][CH2:23]2)[N:18]=[C:17]([N:30]2[C:34]4[CH:35]=[CH:36][CH:37]=[CH:38][C:33]=4[N:32]=[C:31]2[C@@H:39]([OH:41])[CH3:40])[N:16]=3)[CH2:9]1)=[O:7])([CH3:4])([CH3:3])[CH3:2], predict the reactants needed to synthesize it. (10) Given the product [OH:21][C@@H:16]1[CH2:17][CH2:18][CH2:19][CH2:20][C@@H:15]1[N:5]1[C:6]2=[C:7]3[CH:14]=[CH:13][NH:12][C:8]3=[N:9][CH:10]=[C:11]2[NH:3][C:4]1=[O:23], predict the reactants needed to synthesize it. The reactants are: C([N:3]1[C:11]2[C:6](=[C:7]3[CH:14]=[CH:13][NH:12][C:8]3=[N:9][CH:10]=2)[N:5]([C@H:15]2[CH2:20][CH2:19][CH2:18][CH2:17][C@H:16]2[O:21]C)[C:4]1=[O:23])C.I[Si](C)(C)C.S([O-])([O-])(=O)=S.[Na+].[Na+].C(=O)([O-])O.[Na+].